From a dataset of Forward reaction prediction with 1.9M reactions from USPTO patents (1976-2016). Predict the product of the given reaction. Given the reactants C([O:3][C:4](=O)[CH2:5][CH2:6][C@@H:7]([CH2:23][O:24][S:25]([C:28]1[CH:34]=[CH:33][C:31]([CH3:32])=[CH:30][CH:29]=1)(=[O:27])=[O:26])[CH2:8][C@H:9]1[CH2:13][O:12][C:11]([CH3:15])([CH3:14])[N:10]1[C:16]([O:18][C:19]([CH3:22])([CH3:21])[CH3:20])=[O:17])C.[CH3:36][CH2:37][Mg+].[Br-].[C@H](O)(C([O-])=O)[C@@H](O)C([O-])=O.[Na+].[K+], predict the reaction product. The product is: [OH:3][C:4]1([CH2:5][CH2:6][C@@H:7]([CH2:23][O:24][S:25]([C:28]2[CH:34]=[CH:33][C:31]([CH3:32])=[CH:30][CH:29]=2)(=[O:26])=[O:27])[CH2:8][C@H:9]2[CH2:13][O:12][C:11]([CH3:14])([CH3:15])[N:10]2[C:16]([O:18][C:19]([CH3:21])([CH3:20])[CH3:22])=[O:17])[CH2:37][CH2:36]1.